This data is from Full USPTO retrosynthesis dataset with 1.9M reactions from patents (1976-2016). The task is: Predict the reactants needed to synthesize the given product. Given the product [CH:21]1([N:27]([CH:31]2[CH2:36][CH2:35][CH2:34][CH2:33][CH2:32]2)[C:28]([O:14][CH2:13][C:12]#[C:11][C:3]2[CH:2]=[N:1][C:10]3[C:5]([CH:4]=2)=[CH:6][CH:7]=[CH:8][CH:9]=3)=[O:29])[CH2:22][CH2:23][CH2:24][CH2:25][CH2:26]1, predict the reactants needed to synthesize it. The reactants are: [N:1]1[C:10]2[C:5](=[CH:6][CH:7]=[CH:8][CH:9]=2)[CH:4]=[C:3]([C:11]#[C:12][CH2:13][OH:14])[CH:2]=1.CC(C)([O-])C.[K+].[CH:21]1([N:27]([CH:31]2[CH2:36][CH2:35][CH2:34][CH2:33][CH2:32]2)[C:28](Cl)=[O:29])[CH2:26][CH2:25][CH2:24][CH2:23][CH2:22]1.[NH4+].[Cl-].